From a dataset of Full USPTO retrosynthesis dataset with 1.9M reactions from patents (1976-2016). Predict the reactants needed to synthesize the given product. (1) Given the product [Cl:29][C:30]1[C:31]([O:8][C:5]2[CH:6]=[CH:7][C:2]([F:1])=[CH:3][C:4]=2[C:9]2[C:10]([N+:20]([O-:22])=[O:21])=[N:11][N:12]([CH:14]3[CH2:19][CH2:18][CH2:17][CH2:16][O:15]3)[CH:13]=2)=[CH:32][C:33]([F:52])=[C:34]([S:36]([C:54]2[S:55][CH:57]=[C:10]([NH:20][C:23]([O:24][C:4]([CH3:9])([CH3:5])[CH3:3])=[O:26])[N:11]=2)(=[O:37])=[O:38])[CH:35]=1, predict the reactants needed to synthesize it. The reactants are: [F:1][C:2]1[CH:7]=[CH:6][C:5]([OH:8])=[C:4]([C:9]2[C:10]([N+:20]([O-:22])=[O:21])=[N:11][N:12]([CH:14]3[CH2:19][CH2:18][CH2:17][CH2:16][O:15]3)[CH:13]=2)[CH:3]=1.[C:23](=[O:26])([O-])[O-:24].[K+].[K+].[Cl:29][C:30]1[C:31](F)=[CH:32][C:33]([F:52])=[C:34]([S:36](N(C2N=CSC=2)C(=O)OC(C)(C)C)(=[O:38])=[O:37])[CH:35]=1.[CH3:54][S:55]([CH3:57])=O. (2) Given the product [CH2:19]([N:18]([CH2:11][C:12]1[CH:17]=[CH:16][CH:15]=[CH:14][CH:13]=1)[C@@H:7]1[CH2:8][C@H:5]([C:3]([N:2]([CH3:10])[CH3:1])=[O:4])[CH2:6]1)[C:20]1[CH:25]=[CH:24][CH:23]=[CH:22][CH:21]=1, predict the reactants needed to synthesize it. The reactants are: [CH3:1][N:2]([CH3:10])[C:3]([CH:5]1[CH2:8][C:7](=O)[CH2:6]1)=[O:4].[CH2:11]([NH:18][CH2:19][C:20]1[CH:25]=[CH:24][CH:23]=[CH:22][CH:21]=1)[C:12]1[CH:17]=[CH:16][CH:15]=[CH:14][CH:13]=1.C(O[BH-](OC(=O)C)OC(=O)C)(=O)C.[Na+].C(O)(=O)C.